This data is from Forward reaction prediction with 1.9M reactions from USPTO patents (1976-2016). The task is: Predict the product of the given reaction. Given the reactants [H-].[Na+].[F:3][C:4]1[CH:9]=[CH:8][C:7]([N:10]2[C:14]([CH2:15][OH:16])=[C:13]([CH3:17])[N:12]=[N:11]2)=[CH:6][CH:5]=1.Cl[C:19]1[N:20]=[CH:21][C:22]([C:25]([O:27][CH3:28])=[O:26])=[N:23][CH:24]=1, predict the reaction product. The product is: [CH3:28][O:27][C:25]([C:22]1[CH:21]=[N:20][C:19]([O:16][CH2:15][C:14]2[N:10]([C:7]3[CH:6]=[CH:5][C:4]([F:3])=[CH:9][CH:8]=3)[N:11]=[N:12][C:13]=2[CH3:17])=[CH:24][N:23]=1)=[O:26].